From a dataset of Reaction yield outcomes from USPTO patents with 853,638 reactions. Predict the reaction yield, written as a fraction of the theoretical maximum amount of product (1.0 means a 100% yield; for example, 0.34 means a 34% yield). (1) The reactants are Cl[C:2]1[CH:7]=[CH:6][N:5]=[C:4]([S:8][CH3:9])[N:3]=1.[NH:10]1[C:18]2[C:13](=[CH:14][CH:15]=[CH:16][CH:17]=2)[CH2:12][CH2:11]1.C(N(CC)C(C)C)(C)C. The catalyst is CN(C=O)C.CCOC(C)=O. The product is [CH3:9][S:8][C:4]1[N:3]=[C:2]([N:10]2[C:18]3[C:13](=[CH:14][CH:15]=[CH:16][CH:17]=3)[CH2:12][CH2:11]2)[CH:7]=[CH:6][N:5]=1. The yield is 0.380. (2) The reactants are [O:1]=[C:2]1[CH2:5][CH:4]([C:6]([O:8][CH2:9][C:10]2[CH:15]=[CH:14][CH:13]=[CH:12][CH:11]=2)=[O:7])[CH2:3]1.[CH3:16][Mg]Br.[NH4+].[Cl-]. The catalyst is C1COCC1. The product is [OH:1][C:2]1([CH3:16])[CH2:5][CH:4]([C:6]([O:8][CH2:9][C:10]2[CH:11]=[CH:12][CH:13]=[CH:14][CH:15]=2)=[O:7])[CH2:3]1. The yield is 0.470. (3) The reactants are [CH:1]([O:4][C:5]([N:7]1[CH2:12][CH2:11][CH:10]([O:13][C:14]2[N:19]=[CH:18][N:17]=[C:16]3[N:20]([C:23]4[CH:28]=[CH:27][C:26](I)=[CH:25][C:24]=4[CH3:30])[N:21]=[CH:22][C:15]=23)[CH2:9][CH2:8]1)=[O:6])([CH3:3])[CH3:2].[CH3:31][S:32]([CH2:35][CH2:36][N:37]1[CH2:42][CH2:41][NH:40][CH2:39][CH2:38]1)(=[O:34])=[O:33].N1CCC[C@H]1C(O)=O.C(=O)([O-])[O-].[K+].[K+]. The catalyst is CS(C)=O.[Cu]I. The product is [CH:1]([O:4][C:5]([N:7]1[CH2:12][CH2:11][CH:10]([O:13][C:14]2[N:19]=[CH:18][N:17]=[C:16]3[N:20]([C:23]4[CH:28]=[CH:27][C:26]([N:40]5[CH2:39][CH2:38][N:37]([CH2:36][CH2:35][S:32]([CH3:31])(=[O:33])=[O:34])[CH2:42][CH2:41]5)=[CH:25][C:24]=4[CH3:30])[N:21]=[CH:22][C:15]=23)[CH2:9][CH2:8]1)=[O:6])([CH3:3])[CH3:2]. The yield is 0.0600.